Binary Classification. Given a miRNA mature sequence and a target amino acid sequence, predict their likelihood of interaction. From a dataset of Experimentally validated miRNA-target interactions with 360,000+ pairs, plus equal number of negative samples. The miRNA is hsa-miR-6894-5p with sequence AGGAGGAUGGAGAGCUGGGCCAGA. The protein sequence of the target gene is MHRLIFVYTLICANFCSCRDTSATPQSASIKALRNANLRRDESNHLTDLYRRDETIQVKGNGYVQSPRFPNSYPRNLLLTWRLHSQENTRIQLVFDNQFGLEEAENDICRYDFVEVEDISETSTIIRGRWCGHKEVPPRIKSRTNQIKITFKSDDYFVAKPGFKIYYSLLEDFQPAAASETNWESVTSSISGVSYNSPSVTDPTLIADALDKKIAEFDTVEDLLKYFNPESWQEDLENMYLDTPRYRGRSYHDRKSKVDLDRLNDDAKRYSCTPRNYSVNIREELKLANVVFFPRCLLVQ.... Result: 0 (no interaction).